Task: Predict the product of the given reaction.. Dataset: Forward reaction prediction with 1.9M reactions from USPTO patents (1976-2016) (1) Given the reactants [CH2:1]([O:8][C:9]1[CH:14]=[CH:13][NH:12][C:11](=[O:15])[CH:10]=1)[C:2]1[CH:7]=[CH:6][CH:5]=[CH:4][CH:3]=1.[C:16]([O:20][C:21]([N:23]1[CH2:32][CH2:31][C:30]2[C:25](=[CH:26][CH:27]=[C:28]([CH2:33][CH2:34]OS(C3C=CC(C)=CC=3)(=O)=O)[CH:29]=2)[CH2:24]1)=[O:22])([CH3:19])([CH3:18])[CH3:17], predict the reaction product. The product is: [C:16]([O:20][C:21]([N:23]1[CH2:32][CH2:31][C:30]2[C:25](=[CH:26][CH:27]=[C:28]([CH2:33][CH2:34][N:12]3[CH:13]=[CH:14][C:9]([O:8][CH2:1][C:2]4[CH:3]=[CH:4][CH:5]=[CH:6][CH:7]=4)=[CH:10][C:11]3=[O:15])[CH:29]=2)[CH2:24]1)=[O:22])([CH3:19])([CH3:18])[CH3:17]. (2) Given the reactants Br[CH2:2][CH:3]1[O:8][C:7]2[CH:9]=[C:10]([S:14]([CH3:17])(=[O:16])=[O:15])[CH:11]=[C:12]([F:13])[C:6]=2[CH2:5][O:4]1.[CH2:18]([NH2:22])[CH2:19][CH2:20][CH3:21], predict the reaction product. The product is: [F:13][C:12]1[C:6]2[CH2:5][O:4][CH:3]([CH2:2][NH:22][CH2:18][CH2:19][CH2:20][CH3:21])[O:8][C:7]=2[CH:9]=[C:10]([S:14]([CH3:17])(=[O:16])=[O:15])[CH:11]=1. (3) Given the reactants Cl[C:2](=[O:14])[CH2:3][N:4]1[CH:8]=[C:7]([C:9]([O:11][CH2:12][CH3:13])=[O:10])[CH:6]=[N:5]1.[NH2:15][CH2:16][C:17]([C:19]1[CH:24]=[CH:23][CH:22]=[C:21]([C:25]([F:28])([F:27])[F:26])[CH:20]=1)=[O:18].C([O-])(=O)C.[Na+], predict the reaction product. The product is: [O:14]=[C:2]([NH:15][CH2:16][C:17](=[O:18])[C:19]1[CH:24]=[CH:23][CH:22]=[C:21]([C:25]([F:27])([F:28])[F:26])[CH:20]=1)[CH2:3][N:4]1[CH:8]=[C:7]([C:9]([O:11][CH2:12][CH3:13])=[O:10])[CH:6]=[N:5]1.